This data is from Human liver microsome stability data. The task is: Regression/Classification. Given a drug SMILES string, predict its absorption, distribution, metabolism, or excretion properties. Task type varies by dataset: regression for continuous measurements (e.g., permeability, clearance, half-life) or binary classification for categorical outcomes (e.g., BBB penetration, CYP inhibition). Dataset: hlm. The drug is COc1ccc(N(C)C(=O)[C@H](Cc2ccccc2)NC(=O)CN2CCN(S(=O)(=O)c3ccc(N)cc3)CC2=O)cc1. The result is 1 (stable in human liver microsomes).